Dataset: Catalyst prediction with 721,799 reactions and 888 catalyst types from USPTO. Task: Predict which catalyst facilitates the given reaction. (1) Reactant: [C:1]([CH2:3][C:4]1([N:18]2[CH:22]=[C:21]([C:23]3[C:24]4[CH:31]=[CH:30][N:29](COCC[Si](C)(C)C)[C:25]=4[N:26]=[CH:27][N:28]=3)[CH:20]=[N:19]2)[CH2:7][N:6]([C:8]2[CH:16]=[CH:15][C:11]([C:12](O)=[O:13])=[C:10]([F:17])[CH:9]=2)[CH2:5]1)#[N:2].C(N(CC)C(C)C)(C)C.F[P-](F)(F)(F)(F)F.C[N+](C)=C(N(C)C)ON1C2N=CC=CC=2N=N1.[F:73][C:74]([F:79])([F:78])[C@@H:75]([NH2:77])[CH3:76].FC(F)(F)C(O)=O. Product: [C:1]([CH2:3][C:4]1([N:18]2[CH:22]=[C:21]([C:23]3[C:24]4[CH:31]=[CH:30][NH:29][C:25]=4[N:26]=[CH:27][N:28]=3)[CH:20]=[N:19]2)[CH2:7][N:6]([C:8]2[CH:16]=[CH:15][C:11]([C:12]([NH:77][C@@H:75]([CH3:76])[C:74]([F:79])([F:78])[F:73])=[O:13])=[C:10]([F:17])[CH:9]=2)[CH2:5]1)#[N:2]. The catalyst class is: 26. (2) Reactant: [C:1]1([Mg]Br)[CH:6]=[CH:5][CH:4]=[CH:3][CH:2]=1.Cl[N:10]1[CH:19]=[CH:18][C:17]2[C:12](=[CH:13][CH:14]=[CH:15][CH:16]=2)[CH2:11]1. Product: [C:1]1([N:10]2[CH:19]=[CH:18][C:17]3[C:12](=[CH:13][CH:14]=[CH:15][CH:16]=3)[CH2:11]2)[CH:6]=[CH:5][CH:4]=[CH:3][CH:2]=1. The catalyst class is: 1. (3) Reactant: [C:1]([C:5]1[CH:10]=[CH:9][C:8]([S:11](Cl)(=[O:13])=[O:12])=[CH:7][CH:6]=1)([CH3:4])([CH3:3])[CH3:2].[NH2:15][CH2:16][C:17]1[CH:18]=[C:19]([CH:23]=[CH:24][CH:25]=1)[C:20]([OH:22])=[O:21].Cl. Product: [C:1]([C:5]1[CH:10]=[CH:9][C:8]([S:11]([NH:15][CH2:16][C:17]2[CH:18]=[C:19]([CH:23]=[CH:24][CH:25]=2)[C:20]([OH:22])=[O:21])(=[O:13])=[O:12])=[CH:7][CH:6]=1)([CH3:4])([CH3:3])[CH3:2]. The catalyst class is: 74. (4) Reactant: FC1C=C(C=CC=1)CN1C2C(=CC=CC=2CCC2C=CC(C(O)=O)=CC=2)CC1.[CH3:29][O:30][C:31]1[CH:32]=[C:33]([CH:56]=[CH:57][CH:58]=1)[CH2:34][N:35]1[C:43]2[C:38](=[CH:39][CH:40]=[CH:41][C:42]=2[CH2:44][CH2:45][C:46]2[CH:55]=[CH:54][C:49]([C:50]([O:52]C)=[O:51])=[CH:48][CH:47]=2)[CH:37]=[CH:36]1.[Li+].[OH-]. Product: [CH3:29][O:30][C:31]1[CH:32]=[C:33]([CH:56]=[CH:57][CH:58]=1)[CH2:34][N:35]1[C:43]2[C:38](=[CH:39][CH:40]=[CH:41][C:42]=2[CH2:44][CH2:45][C:46]2[CH:47]=[CH:48][C:49]([C:50]([OH:52])=[O:51])=[CH:54][CH:55]=2)[CH:37]=[CH:36]1. The catalyst class is: 12.